Dataset: Reaction yield outcomes from USPTO patents with 853,638 reactions. Task: Predict the reaction yield, written as a fraction of the theoretical maximum amount of product (1.0 means a 100% yield; for example, 0.34 means a 34% yield). The yield is 0.280. The product is [Cl:36][C:33]1[CH:32]=[CH:31][C:30]([CH2:29][C:41]2[CH:40]=[C:39]([CH:37]=[O:38])[S:43][CH:42]=2)=[CH:35][CH:34]=1. The catalyst is C(#N)C.CC([O-])=O.CC([O-])=O.[Pd+2]. The reactants are C1(P(C2C=CC=CC=2)C2C=CC=CC=2)C=CC=CC=1.P(O[CH2:29][C:30]1[CH:35]=[CH:34][C:33]([Cl:36])=[CH:32][CH:31]=1)(OCC)(OCC)=O.[CH:37]([C:39]1[S:43][CH:42]=[C:41](B(O)O)[CH:40]=1)=[O:38].[O-]P([O-])([O-])=O.[K+].[K+].[K+].